From a dataset of Forward reaction prediction with 1.9M reactions from USPTO patents (1976-2016). Predict the product of the given reaction. (1) Given the reactants C[Si]([C:5]#[C:6][C:7]1[CH:20]=[CH:19][C:10]([O:11][CH2:12][CH2:13][N:14]2[CH2:18][CH2:17][CH2:16][CH2:15]2)=[CH:9][CH:8]=1)(C)C.CCCC[N+](CCCC)(CCCC)CCCC.[F-], predict the reaction product. The product is: [C:6]([C:7]1[CH:20]=[CH:19][C:10]([O:11][CH2:12][CH2:13][N:14]2[CH2:15][CH2:16][CH2:17][CH2:18]2)=[CH:9][CH:8]=1)#[CH:5]. (2) Given the reactants C(OC(=O)[NH:7][C@H:8]([C:33](=[O:49])[NH:34][CH2:35][CH2:36][N:37](C(OCC1C=CC=CC=1)=O)[CH3:38])[CH2:9][CH2:10][CH2:11][NH:12]/[C:13](/[NH2:32])=[N:14]/[S:15]([C:18]1[C:19]([CH3:31])=[C:20]([CH3:30])[C:21]2[O:25][C:24]([CH3:27])([CH3:26])[CH2:23][C:22]=2[C:28]=1[CH3:29])(=[O:17])=[O:16])(C)(C)C.CC(O)=O, predict the reaction product. The product is: [CH3:38][NH:37][CH2:36][CH2:35][NH:34][C:33](=[O:49])[C@@H:8]([NH2:7])[CH2:9][CH2:10][CH2:11][NH:12]/[C:13](/[NH2:32])=[N:14]/[S:15]([C:18]1[C:19]([CH3:31])=[C:20]([CH3:30])[C:21]2[O:25][C:24]([CH3:27])([CH3:26])[CH2:23][C:22]=2[C:28]=1[CH3:29])(=[O:17])=[O:16]. (3) Given the reactants [NH2:1][C:2]1[CH:3]=[C:4]([C:17]2[C:18]([C:24]([OH:26])=[O:25])=[CH:19][C:20]([Cl:23])=[CH:21][CH:22]=2)[CH:5]=[CH:6][C:7]=1[N:8]([CH2:13][CH:14]([CH3:16])[CH3:15])[CH2:9][CH:10]([CH3:12])[CH3:11].[Cl:27][C:28]1[CH:33]=[CH:32][C:31]([N:34]=[C:35]=[O:36])=[C:30]([F:37])[CH:29]=1, predict the reaction product. The product is: [Cl:23][C:20]1[CH:19]=[C:18]([C:24]([OH:26])=[O:25])[C:17]([C:4]2[CH:5]=[CH:6][C:7]([N:8]([CH2:9][CH:10]([CH3:12])[CH3:11])[CH2:13][CH:14]([CH3:15])[CH3:16])=[C:2]([NH:1][C:35]([NH:34][C:31]3[CH:32]=[CH:33][C:28]([Cl:27])=[CH:29][C:30]=3[F:37])=[O:36])[CH:3]=2)=[CH:22][CH:21]=1. (4) Given the reactants [C:1]([C:5]1[S:19][C:8]2[O:9][C:10]3[CH:18]=[CH:17][CH:16]=[CH:15][C:11]=3[NH:12][C:13](=[O:14])[C:7]=2[CH:6]=1)(=O)[CH2:2][CH3:3].C([SiH](CC)CC)C, predict the reaction product. The product is: [CH2:1]([C:5]1[S:19][C:8]2[O:9][C:10]3[CH:18]=[CH:17][CH:16]=[CH:15][C:11]=3[NH:12][C:13](=[O:14])[C:7]=2[CH:6]=1)[CH2:2][CH3:3]. (5) The product is: [C:7]([O:11][C:12]([N:14]1[CH2:15][CH2:16][N:17]([C:20]2[CH:25]=[CH:24][CH:23]=[CH:22][C:21]=2[C:26]2[CH:27]=[CH:28][C:29]([CH2:32][OH:33])=[CH:30][CH:31]=2)[CH2:18][CH2:19]1)=[O:13])([CH3:10])([CH3:8])[CH3:9]. Given the reactants [H-].[Al+3].[Li+].[H-].[H-].[H-].[C:7]([O:11][C:12]([N:14]1[CH2:19][CH2:18][N:17]([C:20]2[CH:25]=[CH:24][CH:23]=[CH:22][C:21]=2[C:26]2[CH:31]=[CH:30][C:29]([CH:32]=[O:33])=[CH:28][CH:27]=2)[CH2:16][CH2:15]1)=[O:13])([CH3:10])([CH3:9])[CH3:8], predict the reaction product. (6) Given the reactants [F:1][C:2]1[CH:9]=[C:8]([F:10])[CH:7]=[CH:6][C:3]=1[CH2:4][OH:5].[N+]([C:14]1[CH:19]=[CH:18][N+:17]([O-:20])=[CH:16][CH:15]=1)([O-])=O.C([O-])([O-])=O.[Cs+].[Cs+].FC(F)(F)C(O)=O, predict the reaction product. The product is: [F:1][C:2]1[CH:9]=[C:8]([F:10])[CH:7]=[CH:6][C:3]=1[CH2:4][O:5][C:14]1[CH:19]=[CH:18][N+:17]([O-:20])=[CH:16][CH:15]=1.